This data is from Forward reaction prediction with 1.9M reactions from USPTO patents (1976-2016). The task is: Predict the product of the given reaction. (1) Given the reactants [C:1](=[NH:23])([O:3][CH2:4][CH2:5][C:6]1[CH:11]=[CH:10][C:9]([O:12][C:13]2[CH:14]=[N:15][C:16]([C:19]([F:22])([F:21])[F:20])=[CH:17][CH:18]=2)=[CH:8][CH:7]=1)[NH2:2].[CH:24]([CH:26]([CH2:31][C:32]1[CH:33]=[N:34][N:35]([CH3:37])[CH:36]=1)[C:27](OC)=O)=[O:25].C([O-])([O-])=O.[K+].[K+], predict the reaction product. The product is: [CH3:37][N:35]1[CH:36]=[C:32]([CH2:31][C:26]2[C:24](=[O:25])[N:23]=[C:1]([O:3][CH2:4][CH2:5][C:6]3[CH:7]=[CH:8][C:9]([O:12][C:13]4[CH:14]=[N:15][C:16]([C:19]([F:22])([F:21])[F:20])=[CH:17][CH:18]=4)=[CH:10][CH:11]=3)[NH:2][CH:27]=2)[CH:33]=[N:34]1. (2) Given the reactants Cl.[NH2:2][CH:3]([C:6]1[CH:11]=[CH:10][C:9]([CH2:12][CH2:13][CH3:14])=[CH:8][CH:7]=1)[C:4]#[N:5].[CH3:15][O:16][C:17]1[C:35]([O:36][CH3:37])=[C:34]([O:38][CH3:39])[CH:33]=[CH:32][C:18]=1[C:19]([NH:21][CH2:22][CH2:23][N:24]1[CH:28]=[C:27]([C:29](O)=[O:30])[N:26]=[N:25]1)=[O:20], predict the reaction product. The product is: [C:4]([CH:3]([NH:2][C:29]([C:27]1[N:26]=[N:25][N:24]([CH2:23][CH2:22][NH:21][C:19](=[O:20])[C:18]2[CH:32]=[CH:33][C:34]([O:38][CH3:39])=[C:35]([O:36][CH3:37])[C:17]=2[O:16][CH3:15])[CH:28]=1)=[O:30])[C:6]1[CH:11]=[CH:10][C:9]([CH2:12][CH2:13][CH3:14])=[CH:8][CH:7]=1)#[N:5]. (3) Given the reactants [CH3:1][O:2][C:3](=[O:34])[N:4]([CH2:12][C:13]1[CH:18]=[C:17]([C:19]([F:22])([F:21])[F:20])[CH:16]=[CH:15][C:14]=1[C:23]1[CH:28]=[C:27]([CH:29]([CH3:31])[CH3:30])[CH:26]=[CH:25][C:24]=1[O:32][CH3:33])[CH2:5][C:6]1[CH:7]=[N:8][CH:9]=[CH:10][CH:11]=1.C1C=C(Cl)C=C(C(OO)=[O:43])C=1.OS([O-])=O.[Na+], predict the reaction product. The product is: [CH3:1][O:2][C:3](=[O:34])[N:4]([CH2:12][C:13]1[CH:18]=[C:17]([C:19]([F:21])([F:22])[F:20])[CH:16]=[CH:15][C:14]=1[C:23]1[CH:28]=[C:27]([CH:29]([CH3:30])[CH3:31])[CH:26]=[CH:25][C:24]=1[O:32][CH3:33])[CH2:5][C:6]1[CH:7]=[N+:8]([O-:43])[CH:9]=[CH:10][CH:11]=1. (4) Given the reactants [Br:1][C:2]1[CH:3]=[C:4]([CH:8]=[CH:9][N:10]=1)[C:5]([OH:7])=O.CN(C(ON1N=NC2C=CC=NC1=2)=[N+](C)C)C.F[P-](F)(F)(F)(F)F.CN1CCOCC1.[CH3:42][O:43][C:44]1[C:49]2[N:50]=[C:51]([NH2:53])[S:52][C:48]=2[C:47]([N:54]([CH3:62])[CH2:55][CH:56]2[CH2:61][CH2:60][O:59][CH2:58][CH2:57]2)=[CH:46][CH:45]=1, predict the reaction product. The product is: [Br:1][C:2]1[CH:3]=[C:4]([CH:8]=[CH:9][N:10]=1)[C:5]([NH:53][C:51]1[S:52][C:48]2[C:47]([N:54]([CH3:62])[CH2:55][CH:56]3[CH2:61][CH2:60][O:59][CH2:58][CH2:57]3)=[CH:46][CH:45]=[C:44]([O:43][CH3:42])[C:49]=2[N:50]=1)=[O:7]. (5) Given the reactants Cl.[NH2:2][C@@H:3]1[CH2:8][CH2:7][C@H:6]([NH:9][C:10]([C:12]2[C:16]3=[N:17][CH:18]=[CH:19][C:20]([C:21]4[CH:26]=[C:25]([F:27])[CH:24]=[CH:23][C:22]=4[O:28][CH2:29][CH:30]4[CH2:32][CH2:31]4)=[C:15]3[NH:14][C:13]=2[CH3:33])=[O:11])[CH2:5][CH2:4]1.[C:34](Cl)(=[O:37])[CH2:35][CH3:36], predict the reaction product. The product is: [CH:30]1([CH2:29][O:28][C:22]2[CH:23]=[CH:24][C:25]([F:27])=[CH:26][C:21]=2[C:20]2[CH:19]=[CH:18][N:17]=[C:16]3[C:12]([C:10]([NH:9][C@H:6]4[CH2:7][CH2:8][C@@H:3]([NH:2][C:34](=[O:37])[CH2:35][CH3:36])[CH2:4][CH2:5]4)=[O:11])=[C:13]([CH3:33])[NH:14][C:15]=23)[CH2:31][CH2:32]1. (6) Given the reactants C([CH:4]1[NH:9][CH2:8][C:7]2[C:10]([C:13]3[CH:14]=[C:15]([CH:18]=[CH:19][CH:20]=3)[C:16]#[N:17])=[N:11][NH:12][C:6]=2[CH2:5]1)(=O)C.[F:21][C:22]1[CH:29]=[C:28]([F:30])[CH:27]=[CH:26][C:23]=1[CH2:24]Br.[C:31]([O-:34])([O-])=O.[K+].[K+].[CH3:37]C#N, predict the reaction product. The product is: [C:31]([N:9]1[CH2:4][CH2:5][C:6]2[N:12]([CH2:24][C:23]3[CH:26]=[CH:27][C:28]([F:30])=[CH:29][C:22]=3[F:21])[N:11]=[C:10]([C:13]3[CH:14]=[C:15]([CH:18]=[CH:19][CH:20]=3)[C:16]#[N:17])[C:7]=2[CH2:8]1)(=[O:34])[CH3:37].